This data is from Forward reaction prediction with 1.9M reactions from USPTO patents (1976-2016). The task is: Predict the product of the given reaction. (1) Given the reactants [NH2:1][C:2]1[CH:6]=[C:5]([CH3:7])[NH:4][N:3]=1.CC[O:10][C:11]([CH:13]([C:17]([CH3:19])=O)[C:14]([CH3:16])=O)=[O:12], predict the reaction product. The product is: [CH3:7][C:5]1[CH:6]=[C:2]2[N:1]=[C:14]([CH3:16])[C:13]([C:11]([OH:12])=[O:10])=[C:17]([CH3:19])[N:3]2[N:4]=1. (2) Given the reactants [S:1]1[CH:5]=[CH:4][C:3]([C:6]2SC(NC3C=CC(O)=CC=3)=N[CH:7]=2)=[CH:2]1.[CH3:19][O:20][C:21]1[CH:26]=[CH:25][C:24]([NH:27][C:28]([NH2:30])=[S:29])=[C:23]([C:31]([F:34])([F:33])[F:32])[CH:22]=1.NC(N)=S.CCN(C(C)C)C(C)C, predict the reaction product. The product is: [CH3:19][O:20][C:21]1[CH:26]=[CH:25][C:24]([NH:27][C:28]2[S:29][C:6]([C:3]3[CH:4]=[CH:5][S:1][CH:2]=3)=[CH:7][N:30]=2)=[C:23]([C:31]([F:34])([F:32])[F:33])[CH:22]=1. (3) Given the reactants C(N(CC)C(C1C=C(C2C=NN(CCCO)C=2)C=CC=1NC1C(C(F)(F)F)=CN=C(NC2C=CC(CP(=O)(O)OCC)=CC=2OC)N=1)=O)C.[C:50]([C:52]1[N:56]([CH2:57][CH2:58][CH2:59][OH:60])[N:55]=[CH:54][C:53]=1[C:61]1[N:66]=[C:65]([C:67](=[O:70])[NH:68][CH3:69])[C:64]([NH:71][C:72]2[C:77]([C:78]([F:81])([F:80])[F:79])=[CH:76][N:75]=[C:74]([NH:82][C:83]3[CH:97]=[CH:96][C:86]([CH2:87][P:88](=[O:95])([O:92]CC)[O:89][CH2:90][CH3:91])=[CH:85][C:84]=3[O:98][CH3:99])[N:73]=2)=[CH:63][CH:62]=1)#[N:51], predict the reaction product. The product is: [C:50]([C:52]1[N:56]([CH2:57][CH2:58][CH2:59][OH:60])[N:55]=[CH:54][C:53]=1[C:61]1[N:66]=[C:65]([C:67](=[O:70])[NH:68][CH3:69])[C:64]([NH:71][C:72]2[C:77]([C:78]([F:79])([F:81])[F:80])=[CH:76][N:75]=[C:74]([NH:82][C:83]3[CH:97]=[CH:96][C:86]([CH2:87][P:88](=[O:92])([OH:95])[O:89][CH2:90][CH3:91])=[CH:85][C:84]=3[O:98][CH3:99])[N:73]=2)=[CH:63][CH:62]=1)#[N:51]. (4) Given the reactants C[O:2][C:3]([C:5]1[CH:14]=[C:13]2[C:8]([C@@H:9]([NH:15][C:16]([O:18][C:19]([CH3:22])([CH3:21])[CH3:20])=[O:17])[CH2:10][CH2:11][S:12]2)=[CH:7][CH:6]=1)=[O:4].C(=O)([O-])[O-].[K+].[K+], predict the reaction product. The product is: [C:19]([O:18][C:16]([NH:15][C@@H:9]1[C:8]2[C:13](=[CH:14][C:5]([C:3]([OH:4])=[O:2])=[CH:6][CH:7]=2)[S:12][CH2:11][CH2:10]1)=[O:17])([CH3:22])([CH3:20])[CH3:21]. (5) Given the reactants [C:1]1([CH:7]=[CH:8][CH2:9][C:10]([OH:12])=[O:11])[CH:6]=[CH:5][CH:4]=[CH:3][CH:2]=1.[C:13]([O-])([O-])=O.[Cs+].[Cs+].CI.CCOCC, predict the reaction product. The product is: [C:1]1(/[CH:7]=[CH:8]/[CH2:9][C:10]([O:12][CH3:13])=[O:11])[CH:6]=[CH:5][CH:4]=[CH:3][CH:2]=1.